From a dataset of Catalyst prediction with 721,799 reactions and 888 catalyst types from USPTO. Predict which catalyst facilitates the given reaction. (1) Reactant: [CH3:1][O:2][C:3]1[CH:12]=[C:11]2[C:6]([CH2:7][CH2:8][CH:9]([NH2:13])[CH2:10]2)=[CH:5][CH:4]=1.[N:14]([CH2:17][CH2:18][O:19][C:20](=[O:27])[C:21]1[CH:26]=[CH:25][CH:24]=[CH:23][CH:22]=1)=[C:15]=[S:16]. Product: [CH3:1][O:2][C:3]1[CH:12]=[C:11]2[C:6]([CH2:7][CH2:8][CH:9]([NH:13][C:15](=[S:16])[NH:14][CH2:17][CH2:18][O:19][C:20](=[O:27])[C:21]3[CH:26]=[CH:25][CH:24]=[CH:23][CH:22]=3)[CH2:10]2)=[CH:5][CH:4]=1. The catalyst class is: 11. (2) Reactant: [C:1]([C:3]1[CH:4]=[CH:5][C:6]([NH:13][C:14]2[CH:19]=[CH:18][C:17]([C:20]([F:23])([F:22])[F:21])=[CH:16][C:15]=2[NH:24][C:25]2[CH:30]=[CH:29][C:28]([C:31]#[N:32])=[CH:27][C:26]=2[C:33]([O:35]C)=[O:34])=[C:7]([CH:12]=1)[C:8]([O:10]C)=[O:9])#[N:2].O[Li].O. Product: [C:33]([C:26]1[CH:27]=[C:28]([C:31]#[N:32])[CH:29]=[CH:30][C:25]=1[NH:24][C:15]1[CH:16]=[C:17]([C:20]([F:22])([F:23])[F:21])[CH:18]=[CH:19][C:14]=1[NH:13][C:6]1[CH:5]=[CH:4][C:3]([C:1]#[N:2])=[CH:12][C:7]=1[C:8]([OH:10])=[O:9])([OH:35])=[O:34]. The catalyst class is: 20. (3) Reactant: [Cl:1][C:2]1[CH:7]=[CH:6][C:5]([S:8]([CH:11]([C:23]2[CH:28]=[C:27]([F:29])[CH:26]=[CH:25][C:24]=2[F:30])[C:12]2[N:17]=[CH:16][C:15](/[CH:18]=[CH:19]/[C:20](O)=[O:21])=[CH:14][CH:13]=2)(=[O:10])=[O:9])=[CH:4][CH:3]=1.S(Cl)(Cl)=O.[NH3:35]. Product: [Cl:1][C:2]1[CH:3]=[CH:4][C:5]([S:8]([CH:11]([C:23]2[CH:28]=[C:27]([F:29])[CH:26]=[CH:25][C:24]=2[F:30])[C:12]2[N:17]=[CH:16][C:15](/[CH:18]=[CH:19]/[C:20]([NH2:35])=[O:21])=[CH:14][CH:13]=2)(=[O:10])=[O:9])=[CH:6][CH:7]=1. The catalyst class is: 120. (4) Reactant: [Br:1][C:2]1[CH:3]=[C:4]([OH:8])[CH:5]=[CH:6][CH:7]=1.N1C=CN=C1.[C:14]([Si:18](Cl)([CH3:20])[CH3:19])([CH3:17])([CH3:16])[CH3:15]. Product: [Br:1][C:2]1[CH:3]=[C:4]([CH:5]=[CH:6][CH:7]=1)[O:8][Si:18]([C:14]([CH3:17])([CH3:16])[CH3:15])([CH3:20])[CH3:19]. The catalyst class is: 2. (5) Reactant: C([O:3][C:4]1[C:13]2[N:12]=[C:11]([CH3:14])[N:10]=[CH:9][C:8]=2[CH2:7][CH2:6][CH:5]=1)C. Product: [CH3:14][C:11]1[N:10]=[CH:9][C:8]2[CH2:7][CH2:6][CH2:5][C:4](=[O:3])[C:13]=2[N:12]=1. The catalyst class is: 86.